Dataset: Full USPTO retrosynthesis dataset with 1.9M reactions from patents (1976-2016). Task: Predict the reactants needed to synthesize the given product. (1) The reactants are: Br[C:2]1[CH:7]=[CH:6][C:5]([S:8]([N:11]([CH2:14][CH3:15])[CH2:12][CH3:13])(=[O:10])=[O:9])=[CH:4][CH:3]=1.[C:16]([C:18]1[N:22]([CH3:23])[C:21](B(O)O)=[CH:20][CH:19]=1)#[N:17].[F-].[K+].C(P(C(C)(C)C)C(C)(C)C)(C)(C)C. Given the product [C:16]([C:18]1[N:22]([CH3:23])[C:21]([C:2]2[CH:7]=[CH:6][C:5]([S:8]([N:11]([CH2:14][CH3:15])[CH2:12][CH3:13])(=[O:10])=[O:9])=[CH:4][CH:3]=2)=[CH:20][CH:19]=1)#[N:17], predict the reactants needed to synthesize it. (2) Given the product [Cl:27][C:6]1[CH:5]=[CH:10][N:13]([C:15]2[CH:16]=[N:17][CH:18]=[CH:19][CH:20]=2)[N:14]=1, predict the reactants needed to synthesize it. The reactants are: C(N[C:5](=[CH2:10])[C:6](OC)=O)(=O)C.Cl.Cl.[NH:13]([C:15]1[CH:16]=[N:17][CH:18]=[CH:19][CH:20]=1)[NH2:14].[O-]CC.[Na+].P(Cl)(Cl)([Cl:27])=O. (3) Given the product [NH2:26][C@@H:6]([CH2:5][CH:1]1[CH2:2][CH2:3][CH2:4]1)[CH2:7][O:8][C:9]1[CH:10]=[CH:11][C:12]2[C:21]3[C:16](=[C:17]([CH3:22])[N:18]=[CH:19][CH:20]=3)[C:15](=[O:23])[N:14]([CH3:24])[C:13]=2[CH:25]=1, predict the reactants needed to synthesize it. The reactants are: [CH:1]1([CH2:5][C@H:6]([NH:26]C(=O)OC(C)(C)C)[CH2:7][O:8][C:9]2[CH:10]=[CH:11][C:12]3[C:21]4[C:16](=[C:17]([CH3:22])[N:18]=[CH:19][CH:20]=4)[C:15](=[O:23])[N:14]([CH3:24])[C:13]=3[CH:25]=2)[CH2:4][CH2:3][CH2:2]1.Cl. (4) Given the product [CH:2]12[CH2:1][CH:5]([CH:4]=[CH:3]1)[CH2:8][N:7]2[C:17]([O:19][CH2:20][C:21]1[CH:26]=[CH:25][CH:24]=[CH:23][CH:22]=1)=[O:18], predict the reactants needed to synthesize it. The reactants are: [CH:1]1[CH2:5][CH:4]=[CH:3][CH:2]=1.[Cl-].[NH4+:7].[CH2:8]=O.C([O-])([O-])=O.[Na+].[Na+].Cl[C:17]([O:19][CH2:20][C:21]1[CH:26]=[CH:25][CH:24]=[CH:23][CH:22]=1)=[O:18]. (5) Given the product [CH3:28][O:27][C:21]1[CH:20]=[C:19]([C:13]2[C:14]([CH3:18])([CH3:17])[C:15](=[O:16])[N:11]([CH:8]3[CH2:7][CH2:6][N:5]([C:3](=[O:4])[CH2:2][N:29]4[C:34](=[O:35])[CH2:33][O:32][CH2:31][C:30]4=[O:36])[CH2:10][CH2:9]3)[N:12]=2)[CH:24]=[CH:23][C:22]=1[O:25][CH3:26], predict the reactants needed to synthesize it. The reactants are: Cl[CH2:2][C:3]([N:5]1[CH2:10][CH2:9][CH:8]([N:11]2[C:15](=[O:16])[C:14]([CH3:18])([CH3:17])[C:13]([C:19]3[CH:24]=[CH:23][C:22]([O:25][CH3:26])=[C:21]([O:27][CH3:28])[CH:20]=3)=[N:12]2)[CH2:7][CH2:6]1)=[O:4].[NH:29]1[C:34](=[O:35])[CH2:33][O:32][CH2:31][C:30]1=[O:36].C([O-])([O-])=O.[K+].[K+]. (6) Given the product [O:23]=[C:21]1[C:22]2[C:9]([NH:8][C:6](=[O:7])[C:5]3[CH:30]=[CH:31][C:2]([CH3:1])=[CH:3][CH:4]=3)=[C:10]([NH:25][C:26](=[O:29])[CH2:27][N:41]3[CH2:46][CH2:45][CH2:44][CH2:43][CH2:42]3)[CH:11]=[CH:12][C:13]=2[C:14](=[O:24])[C:15]2[C:20]1=[CH:19][CH:18]=[CH:17][CH:16]=2, predict the reactants needed to synthesize it. The reactants are: [CH3:1][C:2]1[CH:31]=[CH:30][C:5]([C:6]([NH:8][C:9]2[C:22]3[C:21](=[O:23])[C:20]4[C:15](=[CH:16][CH:17]=[CH:18][CH:19]=4)[C:14](=[O:24])[C:13]=3[CH:12]=[CH:11][C:10]=2[NH:25][C:26](=[O:29])[CH2:27]Cl)=[O:7])=[CH:4][CH:3]=1.CCN(C(C)C)C(C)C.[NH:41]1[CH2:46][CH2:45][CH2:44][CH2:43][CH2:42]1.C(OCC)(=O)C. (7) Given the product [CH3:38][C:34]1[N:33]=[C:32]([C:9]2[C:8]([C:6]3[CH:5]=[CH:4][N:3]=[C:2]([C:47]4[CH:53]=[CH:52][C:50]([NH2:51])=[CH:49][CH:48]=4)[CH:7]=3)=[CH:12][N:11]([C:13]([C:26]3[CH:31]=[CH:30][CH:29]=[CH:28][CH:27]=3)([C:20]3[CH:25]=[CH:24][CH:23]=[CH:22][CH:21]=3)[C:14]3[CH:19]=[CH:18][CH:17]=[CH:16][CH:15]=3)[N:10]=2)[CH:37]=[CH:36][CH:35]=1, predict the reactants needed to synthesize it. The reactants are: Br[C:2]1[CH:7]=[C:6]([C:8]2[C:9]([C:32]3[CH:37]=[CH:36][CH:35]=[C:34]([CH3:38])[N:33]=3)=[N:10][N:11]([C:13]([C:26]3[CH:31]=[CH:30][CH:29]=[CH:28][CH:27]=3)([C:20]3[CH:25]=[CH:24][CH:23]=[CH:22][CH:21]=3)[C:14]3[CH:19]=[CH:18][CH:17]=[CH:16][CH:15]=3)[CH:12]=2)[CH:5]=[CH:4][N:3]=1.CC1(C)C(C)(C)OB([C:47]2[CH:53]=[CH:52][C:50]([NH2:51])=[CH:49][CH:48]=2)O1. (8) Given the product [CH3:8][C:7]([N:5]1[CH:6]=[C:2]([B:14]2[O:15][C:16]([CH3:18])([CH3:17])[C:12]([CH3:28])([CH3:11])[O:13]2)[CH:3]=[N:4]1)([CH3:10])[CH3:9], predict the reactants needed to synthesize it. The reactants are: Br[C:2]1[CH:3]=[N:4][N:5]([C:7]([CH3:10])([CH3:9])[CH3:8])[CH:6]=1.[CH3:11][C:12]1([CH3:28])[C:16]([CH3:18])([CH3:17])[O:15][B:14]([B:14]2[O:15][C:16]([CH3:18])([CH3:17])[C:12]([CH3:28])([CH3:11])[O:13]2)[O:13]1.C([O-])(=O)C.[K+]. (9) Given the product [O:21]=[C:15]1[CH:14]([N:8]2[C:7](=[O:22])[C:6]3[C:10](=[CH:11][CH:12]=[C:4]([CH2:3][NH:2][C:30](=[O:31])[C:29]4[CH:33]=[CH:34][C:26]([S:25][C:24]([F:36])([F:23])[F:35])=[CH:27][CH:28]=4)[CH:5]=3)[C:9]2=[O:13])[CH2:19][CH2:18][C:17](=[O:20])[NH:16]1, predict the reactants needed to synthesize it. The reactants are: Cl.[NH2:2][CH2:3][C:4]1[CH:5]=[C:6]2[C:10](=[CH:11][CH:12]=1)[C:9](=[O:13])[N:8]([CH:14]1[CH2:19][CH2:18][C:17](=[O:20])[NH:16][C:15]1=[O:21])[C:7]2=[O:22].[F:23][C:24]([F:36])([F:35])[S:25][C:26]1[CH:34]=[CH:33][C:29]([C:30](Cl)=[O:31])=[CH:28][CH:27]=1. (10) The reactants are: C([O:8][C:9]1[CH:36]=[CH:35][C:34]([C:37]2[CH:38]=[N:39][CH:40]=[CH:41][CH:42]=2)=[CH:33][C:10]=1[C:11]([NH:13][C:14]1[CH:26]=[C:25]([C:27]2[CH:32]=[CH:31][CH:30]=[CH:29][CH:28]=2)[CH:24]=[CH:23][C:15]=1[C:16]([O:18]C(C)(C)C)=[O:17])=[O:12])C1C=CC=CC=1.C(O)(=O)C. Given the product [OH:8][C:9]1[CH:36]=[CH:35][C:34]([C:37]2[CH:38]=[N:39][CH:40]=[CH:41][CH:42]=2)=[CH:33][C:10]=1[C:11]([NH:13][C:14]1[CH:26]=[C:25]([C:27]2[CH:32]=[CH:31][CH:30]=[CH:29][CH:28]=2)[CH:24]=[CH:23][C:15]=1[C:16]([OH:18])=[O:17])=[O:12], predict the reactants needed to synthesize it.